From a dataset of Forward reaction prediction with 1.9M reactions from USPTO patents (1976-2016). Predict the product of the given reaction. (1) Given the reactants CO.[Br:3][C:4]1[CH:9]=[CH:8][C:7]([O:10][CH:11]([F:13])[F:12])=[C:6]([O:14]CC2CC2)[C:5]=1[I:19].Cl, predict the reaction product. The product is: [Br:3][C:4]1[C:5]([I:19])=[C:6]([OH:14])[C:7]([O:10][CH:11]([F:13])[F:12])=[CH:8][CH:9]=1. (2) The product is: [NH:29]1[CH2:28][CH2:27][CH:26]([C:22]2[CH:21]=[C:20]([NH:19][C:3]([CH:2]3[CH2:18][CH2:1]3)=[O:4])[CH:25]=[CH:24][CH:23]=2)[CH2:31][CH2:30]1. Given the reactants [CH3:1][CH:2]([CH3:18])[C:3](NC1C=CC(C2CCNCC2)=CC=1)=[O:4].[NH2:19][C:20]1[CH:21]=[C:22]([CH:26]2[CH2:31][CH2:30][N:29](C(OC(C)(C)C)=O)[CH2:28][CH2:27]2)[CH:23]=[CH:24][CH:25]=1.C1(C(Cl)=O)CC1, predict the reaction product. (3) Given the reactants [CH3:1][C:2]1[N:3]=[N:4][S:5][C:6]=1[C:7]([OH:9])=[O:8].OS(O)(=O)=O.[CH3:15]O, predict the reaction product. The product is: [CH3:15][O:8][C:7]([C:6]1[S:5][N:4]=[N:3][C:2]=1[CH3:1])=[O:9]. (4) Given the reactants [OH:1][C:2]1[CH:3]=[C:4]([CH:7]=[CH:8][CH:9]=1)[CH2:5][NH2:6].C(=O)([O-])O.[Na+].Cl[C:16]([O:18][C:19]1[CH:24]=[CH:23][CH:22]=[CH:21][CH:20]=1)=[O:17], predict the reaction product. The product is: [C:19]1([O:18][C:16](=[O:17])[NH:6][CH2:5][C:4]2[CH:7]=[CH:8][CH:9]=[C:2]([OH:1])[CH:3]=2)[CH:24]=[CH:23][CH:22]=[CH:21][CH:20]=1. (5) Given the reactants C1C2NC3C(=CC=CC=3)C=2C=C(C=O)C=1.BrCCC.[CH2:20]([N:23]1[C:35]2[CH:34]=[CH:33][C:32]([CH:36]=O)=[CH:31][C:30]=2[C:29]2[C:24]1=[CH:25][CH:26]=[CH:27][CH:28]=2)[CH2:21][CH3:22].[NH2:38][C:39]1[CH:40]=[C:41]([CH:47]=[CH:48][C:49]=1[NH:50][CH2:51][CH2:52][O:53][CH3:54])[C:42]([O:44]CC)=[O:43], predict the reaction product. The product is: [CH3:54][O:53][CH2:52][CH2:51][N:50]1[C:49]2[CH:48]=[CH:47][C:41]([C:42]([OH:44])=[O:43])=[CH:40][C:39]=2[N:38]=[C:36]1[C:32]1[CH:33]=[CH:34][C:35]2[N:23]([CH2:20][CH2:21][CH3:22])[C:24]3[C:29]([C:30]=2[CH:31]=1)=[CH:28][CH:27]=[CH:26][CH:25]=3. (6) The product is: [OH:5][C:6]1[CH:14]=[C:13]2[C:9]([C:10]3[C:18]([C:19]4[CH:24]=[CH:23][CH:22]=[C:21]([N:25]5[C:34](=[O:35])[C:33]6[C:28](=[CH:29][CH:30]=[CH:31][CH:32]=6)[N:27]=[CH:26]5)[C:20]=4[CH3:36])=[CH:17][N:16]=[C:15]([C:37]([NH2:39])=[O:38])[C:11]=3[NH:12]2)=[CH:8][CH:7]=1. Given the reactants COCC[O:5][C:6]1[CH:14]=[C:13]2[C:9]([C:10]3[C:18]([C:19]4[CH:24]=[CH:23][CH:22]=[C:21]([N:25]5[C:34](=[O:35])[C:33]6[C:28](=[CH:29][CH:30]=[CH:31][CH:32]=6)[N:27]=[CH:26]5)[C:20]=4[CH3:36])=[CH:17][N:16]=[C:15]([C:37]([NH2:39])=[O:38])[C:11]=3[NH:12]2)=[CH:8][CH:7]=1.[I-].[I-].[I-].[Al+3], predict the reaction product.